Dataset: Catalyst prediction with 721,799 reactions and 888 catalyst types from USPTO. Task: Predict which catalyst facilitates the given reaction. (1) Reactant: [Cl:1][C:2]1[CH:12]=[C:5]2[N:6]=[C:7]([CH3:11])[CH:8]=[C:9]([OH:10])[N:4]2[N:3]=1.C(=O)([O-])[O-].[K+].[K+].[Cl:19][C:20]1[CH:25]=[CH:24][C:23]([CH2:26]Cl)=[CH:22][N:21]=1.O. Product: [Cl:19][C:20]1[N:21]=[CH:22][C:23]([CH2:26][N:6]2[C:7]([CH3:11])=[CH:8][C:9](=[O:10])[N:4]3[N:3]=[C:2]([Cl:1])[CH:12]=[C:5]23)=[CH:24][CH:25]=1. The catalyst class is: 9. (2) Reactant: [CH3:1][N:2]=[C:3]=[O:4].[NH2:5][C:6]1[C:15]2[N:16]=[C:17]([CH2:29][NH2:30])[N:18]([CH2:19][CH2:20][NH:21][C:22](=[O:28])[O:23][C:24]([CH3:27])([CH3:26])[CH3:25])[C:14]=2[C:13]2[CH:12]=[CH:11][C:10]([O:31][CH2:32][C:33]3[CH:38]=[CH:37][CH:36]=[CH:35][CH:34]=3)=[CH:9][C:8]=2[N:7]=1. Product: [NH2:5][C:6]1[C:15]2[N:16]=[C:17]([CH2:29][NH:30][C:3]([NH:2][CH3:1])=[O:4])[N:18]([CH2:19][CH2:20][NH:21][C:22](=[O:28])[O:23][C:24]([CH3:27])([CH3:25])[CH3:26])[C:14]=2[C:13]2[CH:12]=[CH:11][C:10]([O:31][CH2:32][C:33]3[CH:38]=[CH:37][CH:36]=[CH:35][CH:34]=3)=[CH:9][C:8]=2[N:7]=1. The catalyst class is: 3. (3) Reactant: [H-].[Al+3].[Li+].[H-].[H-].[H-].[O:7]1[C:12]2[CH:13]=[CH:14][CH:15]=[C:16]([C:17](O)=[O:18])[C:11]=2[O:10][CH2:9][CH2:8]1.C(C(C(C([O-])=O)O)O)([O-])=O.[Na+].[K+]. Product: [O:7]1[C:12]2[CH:13]=[CH:14][CH:15]=[C:16]([CH2:17][OH:18])[C:11]=2[O:10][CH2:9][CH2:8]1. The catalyst class is: 7. (4) Product: [CH3:1][O:2][C:3]([C:5]1[C:13]([NH:14][C:15]2[CH:16]=[CH:17][C:18]([I:34])=[CH:19][CH:20]=2)=[C:12]([F:21])[C:8]2[N:9]=[CH:10][NH:11][C:7]=2[CH:6]=1)=[O:4]. The catalyst class is: 5. Reactant: [CH3:1][O:2][C:3]([C:5]1[C:13]([NH:14][C:15]2[CH:20]=[CH:19][CH:18]=[CH:17][CH:16]=2)=[C:12]([F:21])[C:8]2[N:9]=[CH:10][NH:11][C:7]=2[CH:6]=1)=[O:4].C1COCC1.C1C(=O)N([I:34])C(=O)C1. (5) Reactant: C([O:4][CH:5]1[C:9]2=[N:10][CH:11]=[C:12]([NH2:29])[C:13]([N:14]3[CH2:19][C@H:18]([CH3:20])[CH2:17][C@H:16]([NH:21]C(OC(C)(C)C)=O)[CH2:15]3)=[C:8]2[CH2:7][CH2:6]1)(=O)C.C(OC([NH:37][C:38]1[S:42][C:41]([C:43]2[C:48]([F:49])=[CH:47][CH:46]=[C:45]([O:50][CH3:51])[C:44]=2[F:52])=[N:40][C:39]=1[C:53](O)=[O:54])=O)(C)(C)C.CN(C(ON1N=NC2C=CC=NC1=2)=[N+](C)C)C.F[P-](F)(F)(F)(F)F.CCN(C(C)C)C(C)C. The catalyst class is: 121. Product: [NH2:37][C:38]1[S:42][C:41]([C:43]2[C:48]([F:49])=[CH:47][CH:46]=[C:45]([O:50][CH3:51])[C:44]=2[F:52])=[N:40][C:39]=1[C:53]([NH:29][C:12]1[C:13]([N:14]2[CH2:19][C@H:18]([CH3:20])[CH2:17][C@H:16]([NH2:21])[CH2:15]2)=[C:8]2[CH2:7][CH2:6][CH:5]([OH:4])[C:9]2=[N:10][CH:11]=1)=[O:54]. (6) Product: [Cl:1][C:2]1[N:7]=[C:6]([NH:8][CH2:9][CH2:10][CH:11]([CH3:12])[CH3:13])[C:5]([NH2:14])=[CH:4][N:3]=1. The catalyst class is: 186. Reactant: [Cl:1][C:2]1[N:7]=[C:6]([NH:8][CH2:9][CH2:10][CH:11]([CH3:13])[CH3:12])[C:5]([N+:14]([O-])=O)=[CH:4][N:3]=1.Cl. (7) The catalyst class is: 161. Reactant: [C:1]([OH:5])(C)([CH3:3])[CH3:2].CC[C@@H]1[C@@H]2C[C@H]([C@@H](OC3C4C(=CC=CC=4)C(O[C@@H](C4C=CN=C5C=4C=C(OC)C=C5)[C@@H]4N5C[C@H](CC)[C@@H](CC5)C4)=NN=3)C3C=CN=C4C=3C=C([O:27]C)C=C4)N(CC2)C1.[F:64][C:65]([F:75])([F:74])[C:66]1[CH:71]=[CH:70]C(C=C)=[CH:68][N:67]=1.S([O-])([O-])=O.[Na+].[Na+]. Product: [F:64][C:65]([F:75])([F:74])[C:66]1[N:67]=[CH:68][C:2]([C@@H:1]([OH:5])[CH2:3][OH:27])=[CH:70][CH:71]=1.